The task is: Predict the reactants needed to synthesize the given product.. This data is from Full USPTO retrosynthesis dataset with 1.9M reactions from patents (1976-2016). (1) Given the product [CH3:10][CH2:9][O:8][P:1]([O:2][CH2:3][CH3:4])([CH2:12][O:13][CH2:14][CH2:15][N:21]1[C:20]2[N:19]=[CH:18][N:17]=[C:25]([NH2:26])[C:24]=2[N:23]=[CH:22]1)=[O:5], predict the reactants needed to synthesize it. The reactants are: [P:1]([O:8][CH2:9][CH3:10])([O:5]CC)[O:2][CH2:3][CH3:4].Cl[CH2:12][O:13][CH2:14][CH2:15]Cl.[N:17]1[C:25]([NH2:26])=[C:24]2[C:20]([N:21]=[CH:22][NH:23]2)=[N:19][CH:18]=1.C1CCN2C(=NCCC2)CC1. (2) The reactants are: [Cl:1][C:2]1[CH:7]=[C:6]([Cl:8])[C:5]([I:9])=[CH:4][C:3]=1[OH:10].Br.Br[CH2:13][CH2:14][N:15]1[CH2:19][CH2:18][CH2:17][CH2:16]1. Given the product [Cl:1][C:2]1[CH:7]=[C:6]([Cl:8])[C:5]([I:9])=[CH:4][C:3]=1[O:10][CH2:13][CH2:14][N:15]1[CH2:19][CH2:18][CH2:17][CH2:16]1, predict the reactants needed to synthesize it. (3) Given the product [Cl:1][CH2:2][CH2:3][CH2:4][CH2:5][CH2:6][CH2:7][CH2:8][CH2:9][O:10][CH:12]1[CH2:13][CH2:14][CH2:15][CH2:16][O:11]1, predict the reactants needed to synthesize it. The reactants are: [Cl:1][CH2:2][CH2:3][CH2:4][CH2:5][CH2:6][CH2:7][CH2:8][CH2:9][OH:10].[O:11]1[CH:16]=[CH:15][CH2:14][CH2:13][CH2:12]1.O.C1(C)C=CC(S(O)(=O)=O)=CC=1. (4) Given the product [Cl:1][C:2]1[CH:3]=[C:4]([CH:8]=[CH:9][N:10]=1)[C:5]([O:7][C:14]([CH3:17])([CH3:16])[CH3:15])=[O:6], predict the reactants needed to synthesize it. The reactants are: [Cl:1][C:2]1[CH:3]=[C:4]([CH:8]=[CH:9][N:10]=1)[C:5]([OH:7])=[O:6].C(OC(O[C:14]([CH3:17])([CH3:16])[CH3:15])=O)(O[C:14]([CH3:17])([CH3:16])[CH3:15])=O.